From a dataset of Forward reaction prediction with 1.9M reactions from USPTO patents (1976-2016). Predict the product of the given reaction. (1) Given the reactants [CH:1]([CH:4]1[C:9](=[O:10])[NH:8][C:7]2[CH:11]=[CH:12][CH:13]=[CH:14][C:6]=2[S:5]1)([CH3:3])[CH3:2].C(=O)([O-])[O-].[K+].[K+].[C:21]([O:25][CH3:26])(=[O:24])[CH:22]=[CH2:23].Cl, predict the reaction product. The product is: [CH3:26][O:25][C:21](=[O:24])[CH2:22][CH2:23][N:8]1[C:7]2[CH:11]=[CH:12][CH:13]=[CH:14][C:6]=2[S:5][CH:4]([CH:1]([CH3:3])[CH3:2])[C:9]1=[O:10]. (2) Given the reactants Cl[C:2]1[CH:7]=[CH:6][C:5]([CH2:8][O:9][CH3:10])=[CH:4][C:3]=1[NH:11][C:12](=[O:18])[O:13][C:14]([CH3:17])([CH3:16])[CH3:15].[CH3:19][C:20]1([CH3:36])[C:24]([CH3:26])([CH3:25])[O:23][B:22]([B:22]2[O:23][C:24]([CH3:26])([CH3:25])[C:20]([CH3:36])([CH3:19])[O:21]2)[O:21]1.CC(C1C=C(C(C)C)C(C2C=CC=CC=2P(C2CCCCC2)C2CCCCC2)=C(C(C)C)C=1)C.CC([O-])=O.[K+], predict the reaction product. The product is: [CH3:10][O:9][CH2:8][C:5]1[CH:6]=[CH:7][C:2]([B:22]2[O:23][C:24]([CH3:26])([CH3:25])[C:20]([CH3:36])([CH3:19])[O:21]2)=[C:3]([NH:11][C:12](=[O:18])[O:13][C:14]([CH3:17])([CH3:16])[CH3:15])[CH:4]=1. (3) Given the reactants [Cl:1][C:2]1[N:7]=[C:6]2[S:8][CH:9]=[CH:10][C:5]2=[CH:4][CH:3]=1.C1C(=O)N([I:18])C(=O)C1.OS(C(F)(F)F)(=O)=O.C(=O)([O-])[O-].[Na+].[Na+], predict the reaction product. The product is: [Cl:1][C:2]1[N:7]=[C:6]2[S:8][C:9]([I:18])=[CH:10][C:5]2=[CH:4][CH:3]=1. (4) The product is: [Cl:1][C:2]1[N:7]=[C:6]([N:8]2[C@@H:9]([C@H:12]([O:14][CH3:15])[CH3:13])[CH2:10][O:11][C:17]2=[O:19])[CH:5]=[CH:4][N:3]=1. Given the reactants [Cl:1][C:2]1[N:7]=[C:6]([NH:8][C@@H:9]([C@H:12]([O:14][CH3:15])[CH3:13])[CH2:10][OH:11])[CH:5]=[CH:4][N:3]=1.Cl[C:17](Cl)([O:19]C(=O)OC(Cl)(Cl)Cl)Cl.CC1C=CC=C(C)N=1.CCOC(C)=O.CCCCCCC, predict the reaction product. (5) Given the reactants [CH3:1][C:2]1([C:7]2[O:11][C:10]([CH2:12][N:13]3[CH:17]=[C:16]([NH2:18])[CH:15]=[N:14]3)=[CH:9][CH:8]=2)[O:6]CCO1.[CH3:19][O:20][CH2:21][C:22]1[O:23][C:24]([C:30]2[CH:35]=[CH:34][CH:33]=[CH:32][CH:31]=2)=[C:25]([C:27](O)=[O:28])[N:26]=1, predict the reaction product. The product is: [C:2]([C:7]1[O:11][C:10]([CH2:12][N:13]2[CH:17]=[C:16]([NH:18][C:27]([C:25]3[N:26]=[C:22]([CH2:21][O:20][CH3:19])[O:23][C:24]=3[C:30]3[CH:35]=[CH:34][CH:33]=[CH:32][CH:31]=3)=[O:28])[CH:15]=[N:14]2)=[CH:9][CH:8]=1)(=[O:6])[CH3:1]. (6) Given the reactants [CH3:1][CH:2]([CH3:20])[CH2:3][NH:4][CH2:5][C@@H:6]1[CH2:11][CH2:10][CH2:9][CH2:8][C@@H:7]1[NH:12]C(=O)OC(C)(C)C.[ClH:21].CC(C)CNCC1(N)CCCCC1, predict the reaction product. The product is: [ClH:21].[CH3:1][CH:2]([CH3:20])[CH2:3][NH:4][CH2:5][CH:6]1[CH2:11][CH2:10][CH2:9][CH2:8][CH:7]1[NH2:12]. (7) Given the reactants C([O:3][C:4](=[O:39])[CH2:5][O:6][C@@H:7]1[C@@H:11]([NH:12][C:13]([C:15]2[S:16][C:17]([Cl:20])=[CH:18][CH:19]=2)=[O:14])[CH2:10][N:9]([CH2:21][C:22](=[O:38])[NH:23][C:24]2[CH:29]=[CH:28][C:27]([N:30]3[CH:35]=[CH:34][CH:33]=[CH:32][C:31]3=[O:36])=[CH:26][C:25]=2[F:37])[CH2:8]1)C.[OH-].[Na+], predict the reaction product. The product is: [Cl:20][C:17]1[S:16][C:15]([C:13]([NH:12][C@H:11]2[CH2:10][N:9]([CH2:21][C:22](=[O:38])[NH:23][C:24]3[CH:29]=[CH:28][C:27]([N:30]4[CH:35]=[CH:34][CH:33]=[CH:32][C:31]4=[O:36])=[CH:26][C:25]=3[F:37])[CH2:8][C@@H:7]2[O:6][CH2:5][C:4]([OH:39])=[O:3])=[O:14])=[CH:19][CH:18]=1.